Dataset: Forward reaction prediction with 1.9M reactions from USPTO patents (1976-2016). Task: Predict the product of the given reaction. (1) Given the reactants [C:1]1([C@H:7]2[C@@H:11]([C:12]3[CH:17]=[CH:16][CH:15]=[CH:14][CH:13]=3)[NH:10][C:9](=[S:18])[NH:8]2)[CH:6]=[CH:5][CH:4]=[CH:3][CH:2]=1.[CH3:19][C:20]1[CH:21]=[C:22]([CH:25]=[CH:26][CH:27]=1)[CH2:23][Cl:24], predict the reaction product. The product is: [ClH:24].[CH3:19][C:20]1[CH:21]=[C:22]([CH:25]=[CH:26][CH:27]=1)[CH2:23][S:18][C:9]1[NH:8][C@H:7]([C:1]2[CH:2]=[CH:3][CH:4]=[CH:5][CH:6]=2)[C@H:11]([C:12]2[CH:13]=[CH:14][CH:15]=[CH:16][CH:17]=2)[N:10]=1. (2) The product is: [C:12]1([C@H:10]([N:8]2[CH2:9][C@@H:5]3[CH2:4][NH:3][C:2](=[O:1])[C@@H:6]3[CH2:7]2)[CH3:11])[CH:17]=[CH:16][CH:15]=[CH:14][CH:13]=1. Given the reactants [O:1]=[C:2]1[C@@H:6]2[CH2:7][N:8]([C@@H:10]([C:12]3[CH:17]=[CH:16][CH:15]=[CH:14][CH:13]=3)[CH3:11])[CH2:9][C@@H:5]2[CH2:4][N:3]1C(OC(C)(C)C)=O.FC(F)(F)C(O)=O, predict the reaction product. (3) Given the reactants [CH:1]1([N:4]2[C:9](=[O:10])[C:8]3[C:11](OS(C(F)(F)F)(=O)=O)=[C:12]([CH3:17])[C:13](=[O:16])[N:14]([CH3:15])[C:7]=3[N:6]([C:26]3[CH:31]=[CH:30][C:29]([I:32])=[CH:28][C:27]=3[F:33])[C:5]2=[O:34])[CH2:3][CH2:2]1.[NH2:35][C:36]1[CH:37]=[C:38]([CH:43]=[CH:44][CH:45]=1)[NH:39][C:40](=[O:42])[CH3:41].CN(C)C(=O)C.N1C(C)=CC=CC=1C, predict the reaction product. The product is: [CH:1]1([N:4]2[C:9](=[O:10])[C:8]3[C:11]([NH:35][C:36]4[CH:37]=[C:38]([NH:39][C:40](=[O:42])[CH3:41])[CH:43]=[CH:44][CH:45]=4)=[C:12]([CH3:17])[C:13](=[O:16])[N:14]([CH3:15])[C:7]=3[N:6]([C:26]3[CH:31]=[CH:30][C:29]([I:32])=[CH:28][C:27]=3[F:33])[C:5]2=[O:34])[CH2:3][CH2:2]1. (4) Given the reactants [CH3:1][C:2]1[CH:9]=[CH:8][C:5]([C:6]#[N:7])=[C:4]([C:10]([F:13])([F:12])[F:11])[CH:3]=1.Cl.[NH2:15][OH:16].C(=O)(O)[O-].[Na+], predict the reaction product. The product is: [OH:16][N:15]=[C:6]([NH2:7])[C:5]1[CH:8]=[CH:9][C:2]([CH3:1])=[CH:3][C:4]=1[C:10]([F:13])([F:11])[F:12].